From a dataset of Drug-target binding data from BindingDB using IC50 measurements. Regression. Given a target protein amino acid sequence and a drug SMILES string, predict the binding affinity score between them. We predict pIC50 (pIC50 = -log10(IC50 in M); higher means more potent). Dataset: bindingdb_ic50. (1) The compound is O=C(O)CNS(=O)(=O)c1ccc(NC(=O)CCc2ccccc2)cc1. The target protein (P07943) has sequence MASHLELNNGTKMPTLGLGTWKSPPGQVTEAVKVAIDMGYRHIDCAQVYQNEKEVGVALQEKLKEQVVKRQDLFIVSKLWCTFHDQSMVKGACQKTLSDLQLDYLDLYLIHWPTGFKPGPDYFPLDASGNVIPSDTDFVDTWTAMEQLVDEGLVKAIGVSNFNPLQIERILNKPGLKYKPAVNQIECHPYLTQEKLIEYCHCKGIVVTAYSPLGSPDRPWAKPEDPSLLEDPRIKEIAAKYNKTTAQVLIRFPIQRNLVVIPKSVTPARIAENFKVFDFELSNEDMATLLSYNRNWRVCALMSCAKHKDYPFHAEV. The pIC50 is 4.9. (2) The pIC50 is 9.3. The target protein sequence is MRPSGTAGAALLALLAALCPASRALEEKKVCQGTSNKLTQLGTFEDHFLSLQRMFNNCEVVLGNLEITYVQRNYDLSFLKTIQEVAGYVLIALNTVERIPLENLQIIRGNMYYENSYALAVLSNYDANKTGLKELPMRNLQEILHGAVRFSNNPALCNVESIQWRDIVSSDFLSNMSMDFQNHLGSCQKCDPSCPNGSCWGAGEENCQKLTKIICAQQCSGRCRGKSPSDCCHNQCAAGCTGPRESDCLVCRKFRDEATCKDTCPPLMLYNPTTYQMDVNPEGKYSFGATCVKKCPRNYVVTDHGSCVRACGADSYEMEEDGVRKCKKCEGPCRKVCNGIGIGEFKDSLSINATNIKHFKNCTSISGDLHILPVAFRGDSFTHTPPLDPQELDILKTVKEITGFLLIQAWPENRTDLHAFENLEIIRGRTKQHGQFSLAVVSLNITSLGLRSLKEISDGDVIISGNKNLCYANTINWKKLFGTSGQKTKIISNRGENSCK.... The compound is CN1CCN(Cc2ccc(C(=O)NC3C4Oc5ccc(Oc6ccnc7c6CCC(=O)N7)cc5C34)cc2C(F)(F)F)CC1. (3) The small molecule is O=c1oc2c(ccc3ccccc32)c(O)c1Cc1cccc2ccccc12. The target protein sequence is MVGRRALIVLAHSERTSFNYAMKEAAAAALKKKGWEVVESDLYAMNFNPIISRKDITGKLKDPANFQYPAESVLAYKEGHLSPDIVAEQKKLEAADLVIFQFPLQWFGVPAILKGWFERVFIGEFAYTYAAMYDKGPFRSKKAVLSITTGGSGSMYSLQGIHGDMNVILWPIQSGILHFCGFQVLEPQLTYSIGHTPADARIQILEGWKKRLENIWDETPLYFAPSSLFDLNFQAGFLMKKEVQDEEKNKKFGLSVGHHLGKSIPTDNQIKARK. The pIC50 is 6.3. (4) The small molecule is CCNc1cncc(N(C)CC)c1CN. The pIC50 is 3.5. The target protein (P12807) has sequence MERLRQIASQATAASAAPARPAHPLDPLSTAEIKAATNTVKSYFAGKKISFNTVTLREPARKAYIQWKEQGGPLPPRLAYYVILEAGKPGVKEGLVDLASLSVIETRALETVQPILTVEDLCSTEEVIRNDPAVIEQCVLSGIPANEMHKVYCDPWTIGYDERWGTGKRLQQALVYYRSDEDDSQYSHPLDFCPIVDTEEKKVIFIDIPNRRRKVSKHKHANFYPKHMIEKVGAMRPEAPPINVTQPEGVSFKMTGNVMEWSNFKFHIGFNYREGIVLSDVSYNDHGNVRPIFHRISLSEMIVPYGSPEFPHQRKHALDIGEYGAGYMTNPLSLGCDCKGVIHYLDAHFSDRAGDPITVKNAVCIHEEDDGLLFKHSDFRDNFATSLVTRATKLVVSQIFTAANYEYCLYWVFMQDGAIRLDIRLTGILNTYILGDDEEAGPWGTRVYPNVNAHNHQHLFSLRIDPRIDGDGNSAAACDAKSSPYPLGSPENMYGNAFYS.... (5) The compound is CC(C)C(O)(c1ccc2nc(Cl)c(-c3ccccc3)c(Cl)c2c1)c1cncn1C. The target protein sequence is STPEAPYASLTEIEHLVQSVCKSYRETCQLRLEDLLRQRSNIFSREEVTGYQRKSMWEMWERCAHHLTEAIQYVVEFAKRLSGFMELCQNDQIVLLKAGAMEVVLVRMCRAYNADNRTVFFEGKYGGMELFRALGCSELISSIFDFSHSLSALHFSEDEIALYTALVLINAHRPGLQEKRKVEQLQYNLELAFHHHLCKTHRQSILAKLPPKGKLRSLCSQHVERLQIFQHLHPIVVQAAFPPLFKELFSTETESPVGLSK. The pIC50 is 5.9.